From a dataset of Peptide-MHC class II binding affinity with 134,281 pairs from IEDB. Regression. Given a peptide amino acid sequence and an MHC pseudo amino acid sequence, predict their binding affinity value. This is MHC class II binding data. (1) The MHC is DRB4_0101 with pseudo-sequence DRB4_0103. The binding affinity (normalized) is 0.539. The peptide sequence is FERLAITKGKVDPTD. (2) The peptide sequence is DDNRNIAWDTDKLDD. The MHC is DRB1_0701 with pseudo-sequence DRB1_0701. The binding affinity (normalized) is 0. (3) The peptide sequence is LPAIVREAIKRRLRT. The MHC is DRB1_0401 with pseudo-sequence DRB1_0401. The binding affinity (normalized) is 0.314. (4) The peptide sequence is LVEALYLVSGE. The MHC is HLA-DQA10102-DQB10602 with pseudo-sequence HLA-DQA10102-DQB10602. The binding affinity (normalized) is 0.349. (5) The peptide sequence is RAKDPPAGTRKIMKV. The MHC is DRB1_0901 with pseudo-sequence DRB1_0901. The binding affinity (normalized) is 0.333. (6) The peptide sequence is TKLDSEIKSWLAFAA. The MHC is DRB1_1101 with pseudo-sequence DRB1_1101. The binding affinity (normalized) is 0.438. (7) The peptide sequence is RLKGKSCDDWLGGSV. The MHC is DRB1_1501 with pseudo-sequence DRB1_1501. The binding affinity (normalized) is 0.452.